Task: Predict the reactants needed to synthesize the given product.. Dataset: Full USPTO retrosynthesis dataset with 1.9M reactions from patents (1976-2016) (1) Given the product [C:12]([O:17][CH2:18][CH2:19][NH:20][C:21]([CH:2]([C:1]([O:8][CH3:9])=[O:7])[C:3]([O:5][CH3:6])=[O:4])=[O:22])(=[O:16])[C:13]([CH3:15])=[CH2:14], predict the reactants needed to synthesize it. The reactants are: [C:1]([O:8][CH3:9])(=[O:7])[CH2:2][C:3]([O:5][CH3:6])=[O:4].[H-].[Na+].[C:12]([O:17][CH2:18][CH2:19][N:20]=[C:21]=[O:22])(=[O:16])[C:13]([CH3:15])=[CH2:14]. (2) Given the product [F:59][C:49]([F:48])([F:58])[C:50]1[CH:57]=[CH:56][CH:55]=[CH:28][C:27]=1[CH2:29][NH:31][C:32]([C:33]1[C:34]2[N:35]=[CH:37][NH:39][C:43]=2[CH:42]=[C:47]([NH:11][C:9]([C:4]2[CH:5]=[CH:6][CH:7]=[CH:8][C:3]=2[C:2]([F:1])([F:24])[F:25])=[O:10])[CH:46]=1)=[O:64], predict the reactants needed to synthesize it. The reactants are: [F:1][C:2]([F:25])([F:24])[C:3]1[CH:8]=[CH:7][CH:6]=[CH:5][C:4]=1[C:9]([NH:11]N1C2C=CC=C(C(O)=O)C=2N=C1)=[O:10].Cl.[CH2:27]([C:29]([NH:31][CH2:32][CH2:33][CH2:34][N:35]([CH3:37])C)=N)[CH3:28].O[N:39]1[C:43]2C=C[CH:46]=[CH:47][C:42]=2N=N1.[F:48][C:49]([F:59])([F:58])[C:50]1[CH:57]=[CH:56][CH:55]=CC=1CN.CN(C=[O:64])C.